This data is from NCI-60 drug combinations with 297,098 pairs across 59 cell lines. The task is: Regression. Given two drug SMILES strings and cell line genomic features, predict the synergy score measuring deviation from expected non-interaction effect. (1) Drug 1: CC1C(C(CC(O1)OC2CC(CC3=C2C(=C4C(=C3O)C(=O)C5=C(C4=O)C(=CC=C5)OC)O)(C(=O)C)O)N)O.Cl. Drug 2: CC1CCC2CC(C(=CC=CC=CC(CC(C(=O)C(C(C(=CC(C(=O)CC(OC(=O)C3CCCCN3C(=O)C(=O)C1(O2)O)C(C)CC4CCC(C(C4)OC)O)C)C)O)OC)C)C)C)OC. Cell line: CAKI-1. Synergy scores: CSS=47.1, Synergy_ZIP=-11.4, Synergy_Bliss=-8.90, Synergy_Loewe=-3.80, Synergy_HSA=-1.40. (2) Drug 1: C1CC(CCC1OC2=C(C(=CC=C2)Cl)F)(CC3=NC(=CC=C3)NC4=NC=CS4)C(=O)O. Drug 2: CCC1=C2N=C(C=C(N2N=C1)NCC3=C[N+](=CC=C3)[O-])N4CCCCC4CCO. Cell line: NCIH23. Synergy scores: CSS=57.6, Synergy_ZIP=-2.05, Synergy_Bliss=-3.96, Synergy_Loewe=-3.62, Synergy_HSA=0.272. (3) Drug 1: CC1=C(N=C(N=C1N)C(CC(=O)N)NCC(C(=O)N)N)C(=O)NC(C(C2=CN=CN2)OC3C(C(C(C(O3)CO)O)O)OC4C(C(C(C(O4)CO)O)OC(=O)N)O)C(=O)NC(C)C(C(C)C(=O)NC(C(C)O)C(=O)NCCC5=NC(=CS5)C6=NC(=CS6)C(=O)NCCC[S+](C)C)O. Drug 2: CCC1(CC2CC(C3=C(CCN(C2)C1)C4=CC=CC=C4N3)(C5=C(C=C6C(=C5)C78CCN9C7C(C=CC9)(C(C(C8N6C)(C(=O)OC)O)OC(=O)C)CC)OC)C(=O)OC)O.OS(=O)(=O)O. Cell line: SK-MEL-28. Synergy scores: CSS=-2.02, Synergy_ZIP=-0.404, Synergy_Bliss=-5.00, Synergy_Loewe=-4.42, Synergy_HSA=-6.57. (4) Drug 1: C1=NC(=NC(=O)N1C2C(C(C(O2)CO)O)O)N. Drug 2: C1=NNC2=C1C(=O)NC=N2. Cell line: DU-145. Synergy scores: CSS=14.3, Synergy_ZIP=-3.42, Synergy_Bliss=1.31, Synergy_Loewe=-10.5, Synergy_HSA=-3.43. (5) Drug 1: CC1CCC2CC(C(=CC=CC=CC(CC(C(=O)C(C(C(=CC(C(=O)CC(OC(=O)C3CCCCN3C(=O)C(=O)C1(O2)O)C(C)CC4CCC(C(C4)OC)OCCO)C)C)O)OC)C)C)C)OC. Drug 2: CCCCC(=O)OCC(=O)C1(CC(C2=C(C1)C(=C3C(=C2O)C(=O)C4=C(C3=O)C=CC=C4OC)O)OC5CC(C(C(O5)C)O)NC(=O)C(F)(F)F)O. Cell line: HT29. Synergy scores: CSS=51.1, Synergy_ZIP=2.71, Synergy_Bliss=5.35, Synergy_Loewe=6.15, Synergy_HSA=5.44. (6) Drug 1: CC1=C(C=C(C=C1)NC2=NC=CC(=N2)N(C)C3=CC4=NN(C(=C4C=C3)C)C)S(=O)(=O)N.Cl. Drug 2: C1=NC2=C(N1)C(=S)N=C(N2)N. Cell line: SN12C. Synergy scores: CSS=35.5, Synergy_ZIP=10.8, Synergy_Bliss=12.0, Synergy_Loewe=10.9, Synergy_HSA=13.2. (7) Drug 2: CNC(=O)C1=NC=CC(=C1)OC2=CC=C(C=C2)NC(=O)NC3=CC(=C(C=C3)Cl)C(F)(F)F. Cell line: BT-549. Synergy scores: CSS=6.73, Synergy_ZIP=2.00, Synergy_Bliss=3.48, Synergy_Loewe=9.45, Synergy_HSA=-0.407. Drug 1: CC1=C(C=C(C=C1)C(=O)NC2=CC(=CC(=C2)C(F)(F)F)N3C=C(N=C3)C)NC4=NC=CC(=N4)C5=CN=CC=C5. (8) Drug 1: CC12CCC(CC1=CCC3C2CCC4(C3CC=C4C5=CN=CC=C5)C)O. Drug 2: CN(C)N=NC1=C(NC=N1)C(=O)N. Cell line: A498. Synergy scores: CSS=-0.748, Synergy_ZIP=0.697, Synergy_Bliss=1.24, Synergy_Loewe=-1.21, Synergy_HSA=-0.936. (9) Drug 1: COC1=C(C=C2C(=C1)N=CN=C2NC3=CC(=C(C=C3)F)Cl)OCCCN4CCOCC4. Drug 2: CC1C(C(=O)NC(C(=O)N2CCCC2C(=O)N(CC(=O)N(C(C(=O)O1)C(C)C)C)C)C(C)C)NC(=O)C3=C4C(=C(C=C3)C)OC5=C(C(=O)C(=C(C5=N4)C(=O)NC6C(OC(=O)C(N(C(=O)CN(C(=O)C7CCCN7C(=O)C(NC6=O)C(C)C)C)C)C(C)C)C)N)C. Cell line: OVCAR-4. Synergy scores: CSS=25.1, Synergy_ZIP=3.50, Synergy_Bliss=9.88, Synergy_Loewe=9.80, Synergy_HSA=9.45.